This data is from Forward reaction prediction with 1.9M reactions from USPTO patents (1976-2016). The task is: Predict the product of the given reaction. Given the reactants Cl.[C:2]1([N:8]([CH2:33][CH2:34][C:35]([O:37]CC)=[O:36])[C:9]([C:11]2[CH:32]=[CH:31][C:14]3[N:15]([CH3:30])[C:16]([CH2:18][N:19]([C:21]4[CH:26]=[CH:25][C:24]([C:27](=[NH:29])[NH2:28])=[CH:23][CH:22]=4)[CH3:20])=[N:17][C:13]=3[CH:12]=2)=[O:10])[CH:7]=[CH:6][CH:5]=[CH:4][CH:3]=1.[OH-].[Na+], predict the reaction product. The product is: [C:2]1([N:8]([CH2:33][CH2:34][C:35]([OH:37])=[O:36])[C:9]([C:11]2[CH:32]=[CH:31][C:14]3[N:15]([CH3:30])[C:16]([CH2:18][N:19]([C:21]4[CH:26]=[CH:25][C:24]([C:27](=[NH:28])[NH2:29])=[CH:23][CH:22]=4)[CH3:20])=[N:17][C:13]=3[CH:12]=2)=[O:10])[CH:7]=[CH:6][CH:5]=[CH:4][CH:3]=1.